From a dataset of Forward reaction prediction with 1.9M reactions from USPTO patents (1976-2016). Predict the product of the given reaction. (1) Given the reactants Br[C:2]1[CH:15]=[CH:14][C:13]2[O:12][C:11]3[C:6](=[CH:7][C:8]([O:16][CH2:17][C:18]([CH3:21])([CH3:20])[CH3:19])=[CH:9][CH:10]=3)[C@@:5]3([CH2:25][O:24][C:23]([NH2:26])=[N:22]3)[C:4]=2[CH:3]=1.[C:27]([Cu])#[N:28], predict the reaction product. The product is: [NH2:26][C:23]1[O:24][CH2:25][C@@:5]2([N:22]=1)[C:4]1[CH:3]=[C:2]([C:27]#[N:28])[CH:15]=[CH:14][C:13]=1[O:12][C:11]1[C:6]2=[CH:7][C:8]([O:16][CH2:17][C:18]([CH3:20])([CH3:19])[CH3:21])=[CH:9][CH:10]=1. (2) Given the reactants [NH2:1][CH2:2][CH2:3][O:4][C:5]1[CH:10]=[CH:9][C:8]([NH:11][C:12](=[O:21])[C:13]2[CH:18]=[CH:17][CH:16]=[C:15]([O:19][CH3:20])[CH:14]=2)=[CH:7][C:6]=1[C:22]1[N:26]([CH3:27])[N:25]=[CH:24][CH:23]=1.Br[CH2:29][CH2:30][C:31]([F:34])([F:33])[F:32].C(N(CC)CC)C, predict the reaction product. The product is: [CH3:20][O:19][C:15]1[CH:14]=[C:13]([CH:18]=[CH:17][CH:16]=1)[C:12]([NH:11][C:8]1[CH:9]=[CH:10][C:5]([O:4][CH2:3][CH2:2][NH:1][CH2:29][CH2:30][C:31]([F:34])([F:33])[F:32])=[C:6]([C:22]2[N:26]([CH3:27])[N:25]=[CH:24][CH:23]=2)[CH:7]=1)=[O:21]. (3) Given the reactants [CH2:1]([O:3][C:4]([C:6]1[C:10]2[C:11]([OH:15])=[CH:12][CH:13]=[CH:14][C:9]=2[O:8][C:7]=1[C:16](=[O:25])[C:17]1[CH:22]=[CH:21][C:20]([Cl:23])=[CH:19][C:18]=1[Cl:24])=[O:5])[CH3:2].C(N(CC)CC)C.[F:33][C:34]([F:47])([F:46])[S:35](O[S:35]([C:34]([F:47])([F:46])[F:33])(=[O:37])=[O:36])(=[O:37])=[O:36], predict the reaction product. The product is: [CH2:1]([O:3][C:4]([C:6]1[C:14]2[CH:13]=[CH:12][C:11]([O:15][S:35]([C:34]([F:47])([F:46])[F:33])(=[O:37])=[O:36])=[CH:10][C:9]=2[O:8][C:7]=1[C:16](=[O:25])[C:17]1[CH:22]=[CH:21][C:20]([Cl:23])=[CH:19][C:18]=1[Cl:24])=[O:5])[CH3:2]. (4) Given the reactants Br[CH2:2][CH2:3][CH2:4][CH2:5][O:6][C:7]1[CH:8]=[CH:9][C:10]2[C:14]([C:15]3[CH:20]=[CH:19][C:18]([F:21])=[CH:17][CH:16]=3)=[CH:13][S:12][C:11]=2[CH:22]=1.[NH:23]1[CH2:27][CH2:26][CH2:25][CH2:24]1, predict the reaction product. The product is: [F:21][C:18]1[CH:19]=[CH:20][C:15]([C:14]2[C:10]3[CH:9]=[CH:8][C:7]([O:6][CH2:5][CH2:4][CH2:3][CH2:2][N:23]4[CH2:27][CH2:26][CH2:25][CH2:24]4)=[CH:22][C:11]=3[S:12][CH:13]=2)=[CH:16][CH:17]=1. (5) Given the reactants [CH2:1]([C:5]1([CH2:32][CH2:33][CH2:34][CH3:35])[C:17]2[CH:16]=[C:15]([N:18]([C:25]3[CH:30]=[CH:29][CH:28]=[CH:27][CH:26]=3)[C:19]3[CH:24]=[CH:23][CH:22]=[CH:21][CH:20]=3)[CH:14]=[CH:13][C:12]=2[C:11]2[C:6]1=[CH:7][C:8](Br)=[CH:9][CH:10]=2)[CH2:2][CH2:3][CH3:4].C([Li])CCC.[B:41](OC)([O:44]C)[O:42]C.Cl, predict the reaction product. The product is: [CH2:1]([C:5]1([CH2:32][CH2:33][CH2:34][CH3:35])[C:17]2[CH:16]=[C:15]([N:18]([C:25]3[CH:30]=[CH:29][CH:28]=[CH:27][CH:26]=3)[C:19]3[CH:24]=[CH:23][CH:22]=[CH:21][CH:20]=3)[CH:14]=[CH:13][C:12]=2[C:11]2[C:6]1=[CH:7][C:8]([B:41]([OH:44])[OH:42])=[CH:9][CH:10]=2)[CH2:2][CH2:3][CH3:4]. (6) Given the reactants [CH2:1]([C:3]1[CH:8]=[CH:7][C:6]([CH:9]2[CH2:14][NH:13][CH2:12][CH:11]([C:15]([NH:17][C:18]3[CH:23]=[CH:22][CH:21]=[CH:20][CH:19]=3)=[O:16])[CH2:10]2)=[CH:5][CH:4]=1)[CH3:2].[CH:24]1([N:27]=[C:28]=[O:29])[CH2:26][CH2:25]1, predict the reaction product. The product is: [CH:24]1([NH:27][C:28]([N:13]2[CH2:14][CH:9]([C:6]3[CH:5]=[CH:4][C:3]([CH2:1][CH3:2])=[CH:8][CH:7]=3)[CH2:10][CH:11]([C:15]([NH:17][C:18]3[CH:19]=[CH:20][CH:21]=[CH:22][CH:23]=3)=[O:16])[CH2:12]2)=[O:29])[CH2:26][CH2:25]1. (7) The product is: [NH2:15][C:13]([C:3]1[CH:4]=[N:5][C:6]2[C:11]([C:2]=1[NH:16][C:17]1[CH:18]=[C:19]([CH:25]=[CH:26][CH:27]=1)[C:20]([O:22][CH2:23][CH3:24])=[O:21])=[CH:10][CH:9]=[C:8]([Cl:12])[CH:7]=2)=[O:14]. Given the reactants Cl[C:2]1[C:11]2[C:6](=[CH:7][C:8]([Cl:12])=[CH:9][CH:10]=2)[N:5]=[CH:4][C:3]=1[C:13]([NH2:15])=[O:14].[NH2:16][C:17]1[CH:18]=[C:19]([CH:25]=[CH:26][CH:27]=1)[C:20]([O:22][CH2:23][CH3:24])=[O:21], predict the reaction product.